Dataset: Catalyst prediction with 721,799 reactions and 888 catalyst types from USPTO. Task: Predict which catalyst facilitates the given reaction. (1) Reactant: [NH:1]1[CH2:7][CH2:6][CH2:5][CH:4]([C:8]2[N:16]3[C:11]([C:12]([NH2:17])=[N:13][CH:14]=[N:15]3)=[C:10]([C:18]3[CH:19]=[CH:20][C:21]4[C:25]([CH:26]=3)=[N:24][N:23]([CH2:27][C:28]3[CH:33]=[CH:32][CH:31]=[CH:30][CH:29]=3)[CH:22]=4)[CH:9]=2)[CH2:3][CH2:2]1.CC(O)=O.C(O[C:41]1(O[Si](C)(C)C)[CH2:43][CH2:42]1)C.C([BH3-])#N.[Na+].[OH-].[Na+]. Product: [CH2:27]([N:23]1[CH:22]=[C:21]2[C:25]([CH:26]=[C:18]([C:10]3[CH:9]=[C:8]([CH:4]4[CH2:5][CH2:6][CH2:7][N:1]([CH:41]5[CH2:43][CH2:42]5)[CH2:2][CH2:3]4)[N:16]4[C:11]=3[C:12]([NH2:17])=[N:13][CH:14]=[N:15]4)[CH:19]=[CH:20]2)=[N:24]1)[C:28]1[CH:33]=[CH:32][CH:31]=[CH:30][CH:29]=1. The catalyst class is: 5. (2) Reactant: Cl[C:2]1[N:7]2[N:8]=[C:9]([C:23]3[CH:28]=[CH:27][CH:26]=[C:25]([O:29][CH3:30])[CH:24]=3)[C:10]([C:11]3[CH:16]=[CH:15][N:14]=[C:13]([NH:17][CH:18]4[CH2:22][CH2:21][CH2:20][CH2:19]4)[N:12]=3)=[C:6]2[CH:5]=[CH:4][CH:3]=1.[CH3:31][NH:32][CH3:33].C(OCC)(=O)C. Product: [CH:18]1([NH:17][C:13]2[N:12]=[C:11]([C:10]3[C:9]([C:23]4[CH:28]=[CH:27][CH:26]=[C:25]([O:29][CH3:30])[CH:24]=4)=[N:8][N:7]4[C:2]([N:32]([CH3:33])[CH3:31])=[CH:3][CH:4]=[CH:5][C:6]=34)[CH:16]=[CH:15][N:14]=2)[CH2:19][CH2:20][CH2:21][CH2:22]1. The catalyst class is: 9.